Task: Predict the reaction yield, written as a fraction of the theoretical maximum amount of product (1.0 means a 100% yield; for example, 0.34 means a 34% yield).. Dataset: Reaction yield outcomes from USPTO patents with 853,638 reactions (1) The reactants are N#N.[CH3:3][O:4][C:5](=[O:13])[C:6]1[CH:11]=[CH:10][CH:9]=[CH:8][C:7]=1Br.[CH3:14][O:15][C:16]1[CH:17]=[C:18](B(O)O)[CH:19]=[C:20]([O:24][CH3:25])[C:21]=1[O:22][CH3:23]. The catalyst is C1(C)C=CC=CC=1.O.C1C=CC([P]([Pd]([P](C2C=CC=CC=2)(C2C=CC=CC=2)C2C=CC=CC=2)([P](C2C=CC=CC=2)(C2C=CC=CC=2)C2C=CC=CC=2)[P](C2C=CC=CC=2)(C2C=CC=CC=2)C2C=CC=CC=2)(C2C=CC=CC=2)C2C=CC=CC=2)=CC=1. The product is [CH3:3][O:4][C:5]([C:6]1[C:7]([C:18]2[CH:19]=[C:20]([O:24][CH3:25])[C:21]([O:22][CH3:23])=[C:16]([O:15][CH3:14])[CH:17]=2)=[CH:8][CH:9]=[CH:10][CH:11]=1)=[O:13]. The yield is 0.990. (2) The reactants are [N:1]1([C:10]2[N:15]=[C:14]([NH:16][CH:17]3[CH2:22][CH2:21][O:20][CH2:19][CH2:18]3)[C:13]([NH2:23])=[C:12]([C:24]3[CH:29]=[CH:28][CH:27]=[CH:26][CH:25]=3)[N:11]=2)[C:5]2[CH:6]=[CH:7][CH:8]=[CH:9][C:4]=2[N:3]=[CH:2]1.C1N=CN([C:35](N2C=NC=C2)=[O:36])C=1. The catalyst is C1COCC1. The product is [N:1]1([C:10]2[N:15]=[C:14]3[C:13]([NH:23][C:35](=[O:36])[N:16]3[CH:17]3[CH2:18][CH2:19][O:20][CH2:21][CH2:22]3)=[C:12]([C:24]3[CH:29]=[CH:28][CH:27]=[CH:26][CH:25]=3)[N:11]=2)[C:5]2[CH:6]=[CH:7][CH:8]=[CH:9][C:4]=2[N:3]=[CH:2]1. The yield is 0.300. (3) The reactants are [Cl:1][C:2]1[N:7]=[C:6]([NH:8][C:9]2[CH:14]=[CH:13][C:12]([C:15]([CH3:19])([CH3:18])[C:16]#[N:17])=[CH:11][CH:10]=2)[C:5]([C:20]#[C:21][CH2:22][OH:23])=[CH:4][N:3]=1.[F-].C([N+](CCCC)(CCCC)CCCC)CCC. The catalyst is C1COCC1. The product is [Cl:1][C:2]1[N:3]=[CH:4][C:5]2[CH:20]=[C:21]([CH2:22][OH:23])[N:8]([C:9]3[CH:10]=[CH:11][C:12]([C:15]([CH3:19])([CH3:18])[C:16]#[N:17])=[CH:13][CH:14]=3)[C:6]=2[N:7]=1. The yield is 0.680. (4) The reactants are [CH3:1][C:2]1[O:6][N:5]=[C:4]([C:7]2[CH:12]=[CH:11][N:10]=[CH:9][CH:8]=2)[C:3]=1[CH2:13][O:14][C:15]1[CH:23]=[CH:22][C:18]([C:19]([OH:21])=O)=[CH:17][N:16]=1.[NH:24]1[CH2:29][CH2:28][S:27](=[O:31])(=[O:30])[CH2:26][CH2:25]1. No catalyst specified. The product is [O:30]=[S:27]1(=[O:31])[CH2:28][CH2:29][N:24]([C:19]([C:18]2[CH:17]=[N:16][C:15]([O:14][CH2:13][C:3]3[C:4]([C:7]4[CH:8]=[CH:9][N:10]=[CH:11][CH:12]=4)=[N:5][O:6][C:2]=3[CH3:1])=[CH:23][CH:22]=2)=[O:21])[CH2:25][CH2:26]1. The yield is 0.580. (5) The reactants are [Si:1](Cl)([C:4]([CH3:7])([CH3:6])[CH3:5])([CH3:3])[CH3:2].[OH:9][CH2:10][CH2:11][CH2:12][O:13][C:14]1[CH:21]=[CH:20][C:17]([C:18]#[N:19])=[CH:16][N:15]=1.CCN(CC)CC. The catalyst is C(Cl)Cl.CN(C1C=CN=CC=1)C.[Cl-].[Na+].O. The product is [C:4]([Si:1]([CH3:3])([CH3:2])[O:9][CH2:10][CH2:11][CH2:12][O:13][C:14]1[CH:21]=[CH:20][C:17]([C:18]#[N:19])=[CH:16][N:15]=1)([CH3:7])([CH3:6])[CH3:5]. The yield is 0.690. (6) The reactants are CS([O:5][C:6]1[CH:7]=[C:8]2[C:34](=[CH:35][C:36]=1[CH3:37])[O:33][C:11]1([CH2:20][C:19]([CH3:22])([CH3:21])[C:18]3[C:13](=[CH:14][C:15]([CH3:32])=[C:16]([O:23][CH2:24][CH2:25][CH2:26]OS(C)(=O)=O)[CH:17]=3)[O:12]1)[CH2:10][C:9]2([CH3:39])[CH3:38])(=O)=O.[NH:40]1[CH:44]=[CH:43][N:42]=[CH:41]1.[H-].[Na+].O. The catalyst is CN(C=O)C. The product is [OH:5][C:6]1[CH:7]=[C:8]2[C:34](=[CH:35][C:36]=1[CH3:37])[O:33][C:11]1([CH2:20][C:19]([CH3:22])([CH3:21])[C:18]3[C:13](=[CH:14][C:15]([CH3:32])=[C:16]([O:23][CH2:24][CH2:25][CH2:26][N:40]4[CH:44]=[CH:43][N:42]=[CH:41]4)[CH:17]=3)[O:12]1)[CH2:10][C:9]2([CH3:38])[CH3:39]. The yield is 0.190. (7) The reactants are C(=O)([O-])[O-].[Cs+].[Cs+].[Cl:7][C:8]1[CH:18]=[CH:17][C:11]2[NH:12][C:13](=[O:16])[CH2:14][S:15][C:10]=2[CH:9]=1.Br[CH:20]([CH3:29])[CH2:21][CH2:22][CH2:23][C:24]([O:26][CH2:27][CH3:28])=[O:25].O. The catalyst is CN(C)C=O. The product is [Cl:7][C:8]1[CH:18]=[CH:17][C:11]2[N:12]([CH2:29][CH2:20][CH2:21][CH2:22][CH2:23][C:24]([O:26][CH2:27][CH3:28])=[O:25])[C:13](=[O:16])[CH2:14][S:15][C:10]=2[CH:9]=1. The yield is 0.640. (8) The reactants are [CH3:1][NH:2][C:3]([C:5]1[C:6]([CH3:11])=[CH:7][CH:8]=[CH:9][CH:10]=1)=O.[C:12]([C:14]1[CH:19]=[CH:18][N:17]=[C:16]([O:20][CH3:21])[CH:15]=1)#[N:13].P(Cl)(Cl)(Cl)=O.[CH2:27]([N:29]1[CH2:34]CN[CH2:31][CH2:30]1)[CH3:28]. The catalyst is C(Cl)Cl.CO. The product is [CH2:27]([N:29]1[CH2:30][CH2:31][N:2]([C:3]2[C:5]3[C:6](=[CH:7][CH:8]=[CH:9][CH:10]=3)[CH:11]=[C:12]([C:14]3[CH:19]=[CH:18][N:17]=[C:16]([O:20][CH3:21])[CH:15]=3)[N:13]=2)[CH2:1][CH2:34]1)[CH3:28]. The yield is 0.0920. (9) The reactants are [OH:1][C:2]1[CH:9]=[C:8]([O:10][CH3:11])[C:5]([CH:6]=[O:7])=[C:4]([O:12][CH3:13])[CH:3]=1.C1(P(C2C=CC=CC=2)C2C=CC=CC=2)C=CC=CC=1.[Br:33][C:34]1[C:35]([CH3:42])=[C:36]([CH2:40]O)[CH:37]=[CH:38][CH:39]=1.N(C(OC(C)C)=O)=NC(OC(C)C)=O. The catalyst is C1COCC1. The product is [Br:33][C:34]1[C:35]([CH3:42])=[C:36]([CH:37]=[CH:38][CH:39]=1)[CH2:40][O:1][C:2]1[CH:3]=[C:4]([O:12][CH3:13])[C:5]([CH:6]=[O:7])=[C:8]([O:10][CH3:11])[CH:9]=1. The yield is 0.550.